This data is from Catalyst prediction with 721,799 reactions and 888 catalyst types from USPTO. The task is: Predict which catalyst facilitates the given reaction. (1) Reactant: C1C2C=CCCCC=2C=CC=1.[Cl:12][C:13]1[CH:14]=[C:15]([CH:20]=[CH:21][CH:22]=1)[C:16]([O:18]O)=[O:17]. Product: [Cl:12][C:13]1[CH:14]=[C:15]([CH:20]=[CH:21][CH:22]=1)[C:16]([OH:18])=[O:17]. The catalyst class is: 2. (2) Reactant: C[O:2][C:3]1[CH:4]=[CH:5][C:6]2[CH2:7][C:8]3([C:16]4[N:17]=[CH:18][NH:19][CH:20]=4)[CH:13]([C:14]=2[CH:15]=1)[CH2:12][CH2:11][CH2:10][CH2:9]3.Br.N. Product: [NH:19]1[CH:20]=[C:16]([C:8]23[CH2:7][C:6]4[CH:5]=[CH:4][C:3]([OH:2])=[CH:15][C:14]=4[CH:13]2[CH2:12][CH2:11][CH2:10][CH2:9]3)[N:17]=[CH:18]1. The catalyst class is: 6. (3) Reactant: [CH2:1]([C:3]1[CH:4]=[C:5]([NH:9][CH:10]([C:14]2[CH:15]=[N:16][C:17]([O:20][CH3:21])=[CH:18][CH:19]=2)[C:11]([OH:13])=[O:12])[CH:6]=[CH:7][CH:8]=1)[CH3:2].[N:22]12[CH2:29][CH2:28][CH:25]([CH2:26][CH2:27]1)[C@@H:24](O)[CH2:23]2.O.N1(O)C2C=CC=CC=2N=N1.C(=NC1CCCCC1)=NC1CCCCC1. Product: [CH2:1]([C:3]1[CH:4]=[C:5]([NH:9][CH:10]([C:14]2[CH:15]=[N:16][C:17]([O:20][CH3:21])=[CH:18][CH:19]=2)[C:11]([O:13][C@@H:24]2[CH:25]3[CH2:28][CH2:29][N:22]([CH2:27][CH2:26]3)[CH2:23]2)=[O:12])[CH:6]=[CH:7][CH:8]=1)[CH3:2]. The catalyst class is: 1. (4) Reactant: [CH3:1][O:2][C:3](=[O:10])[CH2:4][C:5](=[CH2:9])[C:6]([O-])=[O:7].CN(C)CCCN=C=NCC.[CH2:22]([NH:25][CH2:26][C:27]1[CH:32]=[CH:31][CH:30]=[CH:29][CH:28]=1)[CH:23]=[CH2:24]. Product: [CH3:1][O:2][C:3](=[O:10])[CH2:4][C:5]([C:6](=[O:7])[N:25]([CH2:22][CH:23]=[CH2:24])[CH2:26][C:27]1[CH:28]=[CH:29][CH:30]=[CH:31][CH:32]=1)=[CH2:9]. The catalyst class is: 143. (5) Reactant: [N:1]1([C:7]([O:9][C:10]([CH3:13])([CH3:12])[CH3:11])=[O:8])[CH2:6][CH2:5][NH:4][CH2:3][CH2:2]1.[C:14](=O)([O:21]C1C=CC([N+]([O-])=O)=CC=1)[O:15][CH2:16][C:17]([NH:19][CH3:20])=[O:18]. Product: [N:1]1([C:7]([O:9][C:10]([CH3:13])([CH3:12])[CH3:11])=[O:8])[CH2:6][CH2:5][N:4]([C:14]([O:15][CH2:16][C:17]([NH:19][CH3:20])=[O:18])=[O:21])[CH2:3][CH2:2]1. The catalyst class is: 26. (6) Reactant: [F:1][C:2]1[C:10]([F:11])=[C:9]2[C:5]([C:6](O)([C:13]3[CH:18]=[CH:17][C:16]([O:19][CH3:20])=[CH:15][CH:14]=3)[C:7](=[O:12])[NH:8]2)=[CH:4][CH:3]=1.N1C=CC=CC=1.S(Cl)(Cl)=O.[NH:32]1[CH2:37][CH2:36][O:35][CH2:34][CH2:33]1.CCN(C(C)C)C(C)C. Product: [F:1][C:2]1[C:10]([F:11])=[C:9]2[C:5]([C:6]([C:13]3[CH:18]=[CH:17][C:16]([O:19][CH3:20])=[CH:15][CH:14]=3)([N:32]3[CH2:37][CH2:36][O:35][CH2:34][CH2:33]3)[C:7](=[O:12])[NH:8]2)=[CH:4][CH:3]=1. The catalyst class is: 2. (7) Reactant: [CH3:1][C:2]([O:5][C:6]([N:8]1[C@@H:12]2[CH2:13][C:14]([CH2:16][C@H:9]1[CH2:10][CH2:11]2)=[O:15])=[O:7])([CH3:4])[CH3:3].[Li+].CC([N-]C(C)C)C.C1C=CC(N([S:32]([C:35]([F:38])([F:37])[F:36])(=[O:34])=[O:33])[S:32]([C:35]([F:38])([F:37])[F:36])(=[O:34])=[O:33])=CC=1. Product: [F:36][C:35]([F:38])([F:37])[S:32]([O:15][C:14]1[CH2:16][CH:9]2[N:8]([C:6]([O:5][C:2]([CH3:1])([CH3:3])[CH3:4])=[O:7])[CH:12]([CH:13]=1)[CH2:11][CH2:10]2)(=[O:34])=[O:33]. The catalyst class is: 1.